Dataset: Experimentally validated miRNA-target interactions with 360,000+ pairs, plus equal number of negative samples. Task: Binary Classification. Given a miRNA mature sequence and a target amino acid sequence, predict their likelihood of interaction. (1) The miRNA is hsa-miR-5008-3p with sequence CCUGUGCUCCCAGGGCCUCGC. The protein sequence of the target gene is MEDGPVFYGFKNIFITMFATFFFFKLLIKVFLALLTHFYIVKGNRKEAARIAEEIYGGISDCWADRSPLHEAAAQGRLLALKTLIAQGVNVNLVTINRVSSLHEACLGGHVACAKALLENGAHVNGVTVHGATPLFNACCSGSAACVNVLLEFGAKAQLEVHLASPIHEAVKRGHRECMEILLANNVNIDHEVPQLGTPLYVACTYQRVDCVKKLLELGASVDHGQWLDTPLHAAARQSNVEVIHLLTDYGANLKRRNAQGKSALDLAAPKSSVEQALLLREGPPALSQLCRLCVRKCLG.... Result: 1 (interaction). (2) The miRNA is hsa-miR-3940-3p with sequence CAGCCCGGAUCCCAGCCCACUU. The protein sequence of the target gene is MSVSEIFVELQGFLAAEQDIREEIRKVVQSLEQTAREILTLLQGVHQGTGFQDIPKRCLKAREHFSTVKTHLTSLKTKFPAEQYYRFHEHWRFVLQRLVFLAAFVVYLETETLVTREAVTEILGIEPDREKGFHLDVEDYLSGVLILASELSRLSVNSVTAGDYSRPLHISTFINELDSGFRLLNLKNDSLRKRYDGLKYDVKKVEEVVYDLSIRGFNKETAAACGEK. Result: 0 (no interaction). (3) The miRNA is mmu-miR-134-5p with sequence UGUGACUGGUUGACCAGAGGGG. The protein sequence of the target gene is MLLLLSDQLLLTALRKPNPQAMAALFLSAPPQAEVTFEDVAVYLSREEWGRLGPAQRGLYRDVMLETYGNLVSLGVGPAGPKPGVISQLERGDEPWVLDVQGTSGKEHLRVNSPALGTRTEYKELTSQETFGEEDPQGSEPVEACDHISKSEGSLEKLVEQRGPRAVTLTNGESSRESGGNLRLLSRPVPDQRPHKCDICEQSFEQRSYLNNHKRVHRSKKTNTVRNSGEIFSANLVVKEDQKIPTGKKLHYCSYCGKTFRYSANLVKHQRLHTEEKPYKCDECGKAFSQSCEFINHRRM.... Result: 0 (no interaction). (4) The miRNA is hsa-miR-541-5p with sequence AAAGGAUUCUGCUGUCGGUCCCACU. The protein sequence of the target gene is MRVLVGGGTGFIGTALTQLLNARGHEVTLVSRKPGPGRITWDELAASGLPSCDAAVNLAGENILNPLRRWNETFQKEVIGSRLETTQLLAKAITKAPQPPKAWVLVTGVAYYQPSLTAEYDEDSPGGDFDFFSNLVTKWEAAARLPGDSTRQVVVRSGVVLGRGGGAMGHMLLPFRLGLGGPIGSGHQFFPWIHIGDLAGILTHALEANHVHGVLNGVAPSSATNAEFAQTLGAALGRRAFIPLPSAVVQAVFGRQRAIMLLEGQKVIPQRTLATGYQYSFPELGAALKEIVA. Result: 0 (no interaction). (5) Result: 1 (interaction). The miRNA is hsa-miR-192-5p with sequence CUGACCUAUGAAUUGACAGCC. The protein sequence of the target gene is MTTRQATKDPLLRGVSPTPSKIPVRSQKRTPFPTVTSCAVDQENQDPRRWVQKPPLNIQRPLVDSAGPRPKARHQAETSQRLVGISQPRNPLEELRPSPRGQNVGPGPPAQTEAPGTIEFVADPAALATILSGEGVKSCHLGRQPSLAKRVLVRGSQGGTTQRVQGVRASAYLAPRTPTHRLDPARASCFSRLEGPGPRGRTLCPQRLQALISPSGPSFHPSTRPSFQELRRETAGSSRTSVSQASGLLLETPVQPAFSLPKGEREVVTHSDEGGVASLGLAQRVPLRENREMSHTRDSH....